From a dataset of Reaction yield outcomes from USPTO patents with 853,638 reactions. Predict the reaction yield, written as a fraction of the theoretical maximum amount of product (1.0 means a 100% yield; for example, 0.34 means a 34% yield). (1) The yield is 0.420. The reactants are Cl[C:2]1[N:3]=[C:4]([NH:11][C:12]2[CH:17]=[CH:16][C:15]([O:18][CH3:19])=[C:14]([O:20][CH3:21])[CH:13]=2)[C:5]2[N:10]=[CH:9][S:8][C:6]=2[N:7]=1.[F:22]/[C:23](/[C:35]1[CH:40]=[CH:39][CH:38]=[C:37](B2OC(C)(C)C(C)(C)O2)[CH:36]=1)=[CH:24]\[C:25]1[CH:34]=[CH:33][C:28]([C:29]([O:31][CH3:32])=[O:30])=[CH:27][CH:26]=1.C([O-])([O-])=O.[Na+].[Na+].O. The product is [CH3:21][O:20][C:14]1[CH:13]=[C:12]([NH:11][C:4]2[C:5]3[N:10]=[CH:9][S:8][C:6]=3[N:7]=[C:2]([C:39]3[CH:40]=[C:35](/[C:23](/[F:22])=[CH:24]/[C:25]4[CH:26]=[CH:27][C:28]([C:29]([O:31][CH3:32])=[O:30])=[CH:33][CH:34]=4)[CH:36]=[CH:37][CH:38]=3)[N:3]=2)[CH:17]=[CH:16][C:15]=1[O:18][CH3:19]. The catalyst is O1CCOCC1.C1C=CC([P]([Pd]([P](C2C=CC=CC=2)(C2C=CC=CC=2)C2C=CC=CC=2)([P](C2C=CC=CC=2)(C2C=CC=CC=2)C2C=CC=CC=2)[P](C2C=CC=CC=2)(C2C=CC=CC=2)C2C=CC=CC=2)(C2C=CC=CC=2)C2C=CC=CC=2)=CC=1. (2) The reactants are C([O:3][C:4](=[O:22])[C:5]1[CH:10]=[CH:9][CH:8]=[C:7]([NH:11][S:12]([C:15]2[CH:20]=[CH:19][CH:18]=[C:17]([Cl:21])[CH:16]=2)(=[O:14])=[O:13])[CH:6]=1)C.[OH-].[K+].Cl. The catalyst is C(O)C. The product is [Cl:21][C:17]1[CH:16]=[C:15]([S:12]([NH:11][C:7]2[CH:6]=[C:5]([CH:10]=[CH:9][CH:8]=2)[C:4]([OH:22])=[O:3])(=[O:14])=[O:13])[CH:20]=[CH:19][CH:18]=1. The yield is 0.700. (3) The reactants are [Si]([O:8][CH2:9][CH2:10][C@H:11]1[CH2:23][C:22]2[C:21]3[C:20]([O:24][CH:25]4[CH2:30][CH2:29][CH:28]([NH:31][C:32](=[O:38])[O:33][C:34]([CH3:37])([CH3:36])[CH3:35])[CH2:27][CH2:26]4)=[N:19][CH:18]=[N:17][C:16]=3[S:15][C:14]=2[CH2:13][CH2:12]1)(C(C)(C)C)(C)C.CCCC[N+](CCCC)(CCCC)CCCC.[F-]. The catalyst is C1COCC1. The product is [OH:8][CH2:9][CH2:10][C@H:11]1[CH2:23][C:22]2[C:21]3[C:20]([O:24][CH:25]4[CH2:26][CH2:27][CH:28]([NH:31][C:32](=[O:38])[O:33][C:34]([CH3:36])([CH3:35])[CH3:37])[CH2:29][CH2:30]4)=[N:19][CH:18]=[N:17][C:16]=3[S:15][C:14]=2[CH2:13][CH2:12]1. The yield is 0.810.